This data is from Full USPTO retrosynthesis dataset with 1.9M reactions from patents (1976-2016). The task is: Predict the reactants needed to synthesize the given product. (1) Given the product [Cl:1][C:2]1[C:3]([C:12]([NH:15][C:16]2[CH:17]=[CH:18][C:19]([C:22]([O:24][CH3:25])=[O:23])=[N:20][CH:21]=2)=[O:13])=[N:4][C:5]2[C:10]([N:11]=1)=[CH:9][CH:8]=[CH:7][CH:6]=2, predict the reactants needed to synthesize it. The reactants are: [Cl:1][C:2]1[C:3]([C:12](Cl)=[O:13])=[N:4][C:5]2[C:10]([N:11]=1)=[CH:9][CH:8]=[CH:7][CH:6]=2.[NH2:15][C:16]1[CH:17]=[CH:18][C:19]([C:22]([O:24][CH3:25])=[O:23])=[N:20][CH:21]=1.N1C=CC=CC=1.O. (2) Given the product [F:32][C:29]1[CH:30]=[CH:31][C:26]([CH:25]([NH:33][C:34]([C:36]2[CH:44]=[C:43]3[C:39]([CH:40]=[CH:41][NH:42]3)=[CH:38][CH:37]=2)=[O:35])[CH2:24][O:23][CH2:22][CH:19]2[CH2:18][CH2:17][NH:16][CH2:21][CH2:20]2)=[CH:27][CH:28]=1, predict the reactants needed to synthesize it. The reactants are: C1(OC)C=CC=CC=1.C(OC([N:16]1[CH2:21][CH2:20][CH:19]([CH2:22][O:23][CH2:24][CH:25]([NH:33][C:34]([C:36]2[CH:44]=[C:43]3[C:39]([CH:40]=[CH:41][NH:42]3)=[CH:38][CH:37]=2)=[O:35])[C:26]2[CH:31]=[CH:30][C:29]([F:32])=[CH:28][CH:27]=2)[CH2:18][CH2:17]1)=O)(C)(C)C. (3) Given the product [Br:1][C:2]1[CH:9]=[CH:8][CH:7]=[CH:6][C:3]=1[CH2:4][NH:5][C:12](=[NH:20])[CH:13]([O:17][CH2:18][CH3:19])[O:14][CH2:15][CH3:16], predict the reactants needed to synthesize it. The reactants are: [Br:1][C:2]1[CH:9]=[CH:8][CH:7]=[CH:6][C:3]=1[CH2:4][NH2:5].CO[C:12](=[NH:20])[CH:13]([O:17][CH2:18][CH3:19])[O:14][CH2:15][CH3:16]. (4) Given the product [CH2:19]([O:18][C:13]1[CH:12]=[C:11]([C:5]([CH3:21])([CH3:4])[CH2:6][OH:7])[CH:16]=[CH:15][C:14]=1[I:17])[CH3:20], predict the reactants needed to synthesize it. The reactants are: CSC.[CH3:4][C:5]([CH3:21])([C:11]1[CH:16]=[CH:15][C:14]([I:17])=[C:13]([O:18][CH2:19][CH3:20])[CH:12]=1)[C:6](OCC)=[O:7].CC(O)C. (5) Given the product [Cl:8][C:5]1[CH:6]=[CH:7][C:2]([NH:1][S:28]([C:25]2[CH:24]=[CH:23][C:22]([S:19]([CH3:18])(=[O:21])=[O:20])=[CH:27][CH:26]=2)(=[O:30])=[O:29])=[C:3]([C:9]([C:11]2[CH:12]=[N:13][C:14]([CH3:17])=[CH:15][CH:16]=2)=[O:10])[CH:4]=1, predict the reactants needed to synthesize it. The reactants are: [NH2:1][C:2]1[CH:7]=[CH:6][C:5]([Cl:8])=[CH:4][C:3]=1[C:9]([C:11]1[CH:12]=[N:13][C:14]([CH3:17])=[CH:15][CH:16]=1)=[O:10].[CH3:18][S:19]([C:22]1[CH:27]=[CH:26][C:25]([S:28](Cl)(=[O:30])=[O:29])=[CH:24][CH:23]=1)(=[O:21])=[O:20]. (6) Given the product [CH:1]([N:4]1[C:8]([C:9]2[S:10][C:11]3[CH2:12][CH2:13][O:14][C:15]4[CH:22]=[CH:21][C:20]([C:23]5[C:24](=[O:29])[N:25]([CH3:31])[CH:26]=[CH:27][CH:28]=5)=[CH:19][C:16]=4[C:17]=3[N:18]=2)=[N:7][CH:6]=[N:5]1)([CH3:3])[CH3:2], predict the reactants needed to synthesize it. The reactants are: [CH:1]([N:4]1[C:8]([C:9]2[S:10][C:11]3[CH2:12][CH2:13][O:14][C:15]4[CH:22]=[CH:21][C:20]([C:23]5[C:24](=[O:29])[NH:25][CH:26]=[CH:27][CH:28]=5)=[CH:19][C:16]=4[C:17]=3[N:18]=2)=[N:7][CH:6]=[N:5]1)([CH3:3])[CH3:2].I[CH3:31].